Task: Predict the product of the given reaction.. Dataset: Forward reaction prediction with 1.9M reactions from USPTO patents (1976-2016) (1) Given the reactants [CH3:1][N:2]1[C@@H:11]2[CH2:12][C:13]3[CH:18]=[CH:17][C:16]([OH:19])=[CH:15][C:14]=3[C@@:5]3([C@H:10]2[CH2:9][CH2:8][CH2:7][CH2:6]3)[CH2:4][CH2:3]1.[CH3:20][N:21]1[C@@H:30]2[CH2:31][C:32]3[CH:37]=[CH:36][C:35]([OH:38])=[CH:34][C:33]=3[C@@:24]3([C@H:29]2[CH2:28][CH2:27][CH2:26][CH2:25]3)[CH2:23][CH2:22]1.[CH:39]([OH:48])([C:45]([OH:47])=[O:46])[CH:40]([OH:44])[C:41]([OH:43])=[O:42].Br.C[O:51]C1C=CC2C[C@H]3N(C)CC[C@@]4(C=2C=1)[C@H]3CCCC4.Br.Br.[OH:72]C1C=CC2C[C@H]3N(C)CC[C@@]4(C=2C=1)[C@H]3CCCC4.[OH-].[NH4+].[C:93]([OH:102])(=[O:101])[CH:94]([CH:96]([C:98]([OH:100])=[O:99])[OH:97])[OH:95], predict the reaction product. The product is: [CH3:1][N:2]1[C@@H:11]2[CH2:12][C:13]3[CH:18]=[CH:17][C:16]([OH:19])=[CH:15][C:14]=3[C@@:5]3([C@H:10]2[CH2:9][CH2:8][CH2:7][CH2:6]3)[CH2:4][CH2:3]1.[CH:39]([OH:48])([C:45]([OH:47])=[O:46])[CH:40]([OH:44])[C:41]([OH:43])=[O:42].[CH3:20][N:21]1[C@@H:30]2[CH2:31][C:32]3[CH:37]=[CH:36][C:35]([OH:38])=[CH:34][C:33]=3[C@@:24]3([C@H:29]2[CH2:28][CH2:27][CH2:26][CH2:25]3)[CH2:23][CH2:22]1.[C@H:94]([OH:95])([C:93]([OH:102])=[O:101])[C@@H:96]([OH:97])[C:98]([OH:100])=[O:99].[OH2:51].[OH2:72]. (2) Given the reactants [CH3:1][C@@H:2]1[C@@H:7]2[CH2:8][C@@H:4]([C@H:5]([O:9][C:10]3[CH:11]=[N:12][C:13]([C:16]([F:19])([F:18])[F:17])=[CH:14][CH:15]=3)[CH2:6]2)[N:3]1C(OC(C)(C)C)=O.Cl, predict the reaction product. The product is: [CH3:1][C@@H:2]1[C@@H:7]2[CH2:8][C@@H:4]([C@H:5]([O:9][C:10]3[CH:11]=[N:12][C:13]([C:16]([F:18])([F:17])[F:19])=[CH:14][CH:15]=3)[CH2:6]2)[NH:3]1. (3) Given the reactants [C:1]1([CH2:7][N:8]=[C:9]([CH3:11])[CH3:10])[CH:6]=[CH:5][CH:4]=[CH:3][CH:2]=1.CN(C=O)C.C(O)(C(F)(F)F)=O.[F:24][C:25]([Si](C)(C)C)([F:27])[F:26].C(=O)([O-])[O-].[Na+].[Na+], predict the reaction product. The product is: [CH2:7]([NH:8][C:9]([CH3:11])([CH3:10])[C:25]([F:27])([F:26])[F:24])[C:1]1[CH:6]=[CH:5][CH:4]=[CH:3][CH:2]=1. (4) Given the reactants [Cl:1][C:2]1[S:6][C:5]([NH:7][C:8](=[O:28])[N:9]([CH2:13][CH2:14][CH:15]([C:22]2[CH:27]=[CH:26][CH:25]=[CH:24][CH:23]=2)[C:16]2[CH:21]=[CH:20][CH:19]=[CH:18][CH:17]=2)CCO)=[N:4][C:3]=1[C:29]1[CH:34]=[CH:33][C:32]([NH:35][S:36]([CH3:39])(=[O:38])=[O:37])=[CH:31][CH:30]=1.C1N=CN(C(N2C=NC=C2)=O)C=1.C(=O)(OCCN(CCC(C1C=CC=CC=1)C1C=CC=CC=1)C(NC1SC(Cl)=C(C2C=CC(NS(C)(=O)=O)=CC=2)N=1)=O)N, predict the reaction product. The product is: [Cl:1][C:2]1[S:6][C:5]([NH:7][C:8]([NH:9][CH2:13][CH2:14][CH:15]([C:16]2[CH:21]=[CH:20][CH:19]=[CH:18][CH:17]=2)[C:22]2[CH:23]=[CH:24][CH:25]=[CH:26][CH:27]=2)=[O:28])=[N:4][C:3]=1[C:29]1[CH:30]=[CH:31][C:32]([NH:35][S:36]([CH3:39])(=[O:37])=[O:38])=[CH:33][CH:34]=1. (5) Given the reactants [CH3:1][C:2]1[CH:11]=[CH:10][C:9]2[C:4](=[CH:5][CH:6]=[CH:7][C:8]=2[O:12][CH2:13][CH2:14][N:15]2[CH2:20][CH2:19][NH:18][CH2:17][CH2:16]2)[N:3]=1.[C:21]([NH:24][C:25]1[CH:26]=[C:27]([CH:30]=[CH:31][CH:32]=1)[CH:28]=O)(=[O:23])[CH3:22].C(O[BH-](OC(=O)C)OC(=O)C)(=O)C.[Na+].C([O-])(O)=O.[Na+], predict the reaction product. The product is: [CH3:1][C:2]1[CH:11]=[CH:10][C:9]2[C:4](=[CH:5][CH:6]=[CH:7][C:8]=2[O:12][CH2:13][CH2:14][N:15]2[CH2:20][CH2:19][N:18]([CH2:28][C:27]3[CH:26]=[C:25]([NH:24][C:21](=[O:23])[CH3:22])[CH:32]=[CH:31][CH:30]=3)[CH2:17][CH2:16]2)[N:3]=1. (6) The product is: [CH2:1]([O:6][C:22]1[CH:21]=[CH:20][NH:17][C:12](=[O:16])[CH:15]=1)[CH2:2][CH2:3][CH2:4][CH3:5]. Given the reactants [CH2:1]([OH:6])[CH2:2][CH2:3][CH2:4][CH3:5].CC(C)([O-])C.[C:12]([OH:16])([CH3:15])(C)C.[N+:17]([C:20]1C=C[N+]([O-])=[CH:22][CH:21]=1)([O-])=O, predict the reaction product.